Dataset: CYP2C9 inhibition data for predicting drug metabolism from PubChem BioAssay. Task: Regression/Classification. Given a drug SMILES string, predict its absorption, distribution, metabolism, or excretion properties. Task type varies by dataset: regression for continuous measurements (e.g., permeability, clearance, half-life) or binary classification for categorical outcomes (e.g., BBB penetration, CYP inhibition). Dataset: cyp2c9_veith. (1) The molecule is CC(C)(C)NC[C@@H](O)COc1cccc2[nH]c(C#N)cc12. The result is 0 (non-inhibitor). (2) The compound is CCCOc1ccc(OCCNC2CCCC2)cc1. The result is 0 (non-inhibitor). (3) The compound is N#CC1=C(N)OC2=C(C(=O)CCC2)C12CCC1(CC2)OCCO1. The result is 0 (non-inhibitor).